Dataset: Forward reaction prediction with 1.9M reactions from USPTO patents (1976-2016). Task: Predict the product of the given reaction. (1) The product is: [CH3:3][O:4][C:5]1[CH:10]=[C:9]([CH3:11])[C:8]([S:12]([N:15]2[CH2:20][CH2:19][N:18]3[C:21]([CH3:24])=[CH:22][CH:23]=[C:17]3[CH:16]2[CH2:25][O:26][CH2:27][C:28]([OH:30])=[O:29])(=[O:14])=[O:13])=[C:7]([CH3:35])[CH:6]=1. Given the reactants [OH-].[K+].[CH3:3][O:4][C:5]1[CH:10]=[C:9]([CH3:11])[C:8]([S:12]([N:15]2[CH2:20][CH2:19][N:18]3[C:21]([CH3:24])=[CH:22][CH:23]=[C:17]3[CH:16]2[CH2:25][O:26][CH2:27][C:28]([O:30]C(C)(C)C)=[O:29])(=[O:14])=[O:13])=[C:7]([CH3:35])[CH:6]=1, predict the reaction product. (2) Given the reactants [CH3:1][C:2]1[N:7]=[CH:6][C:5]2[N:8]=[N:9][N:10]([C:11]3[CH:16]=[CH:15][CH:14]=[CH:13][N:12]=3)[C:4]=2[CH:3]=1, predict the reaction product. The product is: [CH3:1][CH:2]1[NH:7][CH2:6][C:5]2[N:8]=[N:9][N:10]([C:11]3[CH:16]=[CH:15][CH:14]=[CH:13][N:12]=3)[C:4]=2[CH2:3]1. (3) Given the reactants Cl.[Cl:2][C:3]1[CH:4]=[CH:5][C:6]([CH3:12])=[C:7]([CH2:9][CH2:10][NH2:11])[CH:8]=1.C(N(CC)CC)C.Cl[C:21]([O:23][C:24]1[CH:29]=[CH:28][C:27]([N+:30]([O-:32])=[O:31])=[CH:26][CH:25]=1)=[O:22], predict the reaction product. The product is: [Cl:2][C:3]1[CH:4]=[CH:5][C:6]([CH3:12])=[C:7]([CH:8]=1)[CH2:9][CH2:10][NH:11][C:21](=[O:22])[O:23][C:24]1[CH:25]=[CH:26][C:27]([N+:30]([O-:32])=[O:31])=[CH:28][CH:29]=1. (4) Given the reactants [F:1][C:2]1[CH:7]=[C:6]([N:8]2[CH:12]=[CH:11][CH:10]=[N:9]2)[CH:5]=[CH:4][C:3]=1[N:13]1[CH:18]=[C:17]([O:19][CH3:20])[C:16](=[O:21])[C:15]([C:22](O)=[O:23])=[N:14]1.[CH3:25][C:26]1([CH3:34])[O:31][C:30](=[O:32])[CH2:29][C:28](=[O:33])[O:27]1.Cl.C(N=C=NCCCN(C)C)C.[Cl-].[Na+], predict the reaction product. The product is: [F:1][C:2]1[CH:7]=[C:6]([N:8]2[CH:12]=[CH:11][CH:10]=[N:9]2)[CH:5]=[CH:4][C:3]=1[N:13]1[CH:18]=[C:17]([O:19][CH3:20])[C:16](=[O:21])[C:15]([C:22]([CH:29]2[C:30](=[O:32])[O:31][C:26]([CH3:34])([CH3:25])[O:27][C:28]2=[O:33])=[O:23])=[N:14]1. (5) The product is: [CH3:12][C:3]1[CH:4]=[C:5]([S:8]([N:17]2[CH2:18][CH2:19][N:14]([CH3:13])[CH2:15][CH2:16]2)(=[O:10])=[O:11])[CH:6]=[CH:7][C:2]=1[NH2:1]. Given the reactants [NH2:1][C:2]1[CH:7]=[CH:6][C:5]([S:8]([OH:11])(=[O:10])=O)=[CH:4][C:3]=1[CH3:12].[CH3:13][N:14]1[CH2:19][CH2:18][NH:17][CH2:16][CH2:15]1, predict the reaction product. (6) Given the reactants [N+:1]([O-:4])(O)=[O:2].[F:5][C:6]1[CH:11]=[CH:10][C:9]([C:12](=[O:18])[C:13]([O:15][CH2:16][CH3:17])=[O:14])=[C:8]([CH3:19])[CH:7]=1, predict the reaction product. The product is: [F:5][C:6]1[C:11]([N+:1]([O-:4])=[O:2])=[CH:10][C:9]([C:12](=[O:18])[C:13]([O:15][CH2:16][CH3:17])=[O:14])=[C:8]([CH3:19])[CH:7]=1. (7) The product is: [N+:39]([C:42]1[CH:43]=[CH:44][C:45]([C:46]([O:1][C@@H:2]2[CH2:19][N:5]3[C:6](=[O:18])[CH2:7][CH2:8][N:9]([C:11]([O:13][C:14]([CH3:15])([CH3:16])[CH3:17])=[O:12])[CH2:10][C@H:4]3[CH2:3]2)=[O:47])=[CH:49][CH:50]=1)([O-:41])=[O:40]. Given the reactants [OH:1][C@H:2]1[CH2:19][N:5]2[C:6](=[O:18])[CH2:7][CH2:8][N:9]([C:11]([O:13][C:14]([CH3:17])([CH3:16])[CH3:15])=[O:12])[CH2:10][C@H:4]2[CH2:3]1.C1(P(C2C=CC=CC=2)C2C=CC=CC=2)C=CC=CC=1.[N+:39]([C:42]1[CH:50]=[CH:49][C:45]([C:46](O)=[O:47])=[CH:44][CH:43]=1)([O-:41])=[O:40].N(C(OC(C)C)=O)=NC(OC(C)C)=O, predict the reaction product.